Predict which catalyst facilitates the given reaction. From a dataset of Catalyst prediction with 721,799 reactions and 888 catalyst types from USPTO. Reactant: [OH:1][CH2:2][C@H:3]([NH:10][C:11](=[O:17])[C@@H:12]([CH3:16])[CH2:13][CH:14]=[CH2:15])[C:4]1[CH:9]=[CH:8][CH:7]=[CH:6][CH:5]=1.[CH3:18][C@H:19]([CH2:23][CH:24]=[CH2:25])[C:20](O)=[O:21].CCOC(C)=O.CCCCCC. Product: [CH3:18][C@H:19]([CH2:23][CH:24]=[CH2:25])[C:20]([O:1][CH2:2][C@H:3]([NH:10][C:11](=[O:17])[C@@H:12]([CH3:16])[CH2:13][CH:14]=[CH2:15])[C:4]1[CH:9]=[CH:8][CH:7]=[CH:6][CH:5]=1)=[O:21]. The catalyst class is: 2.